Dataset: Peptide-MHC class I binding affinity with 185,985 pairs from IEDB/IMGT. Task: Regression. Given a peptide amino acid sequence and an MHC pseudo amino acid sequence, predict their binding affinity value. This is MHC class I binding data. (1) The peptide sequence is YRHDGGNVL. The MHC is Mamu-A01 with pseudo-sequence Mamu-A01. The binding affinity (normalized) is 0. (2) The peptide sequence is GYQPYRVVVL. The MHC is HLA-A26:01 with pseudo-sequence HLA-A26:01. The binding affinity (normalized) is 0. (3) The peptide sequence is SLYDEHIKK. The MHC is HLA-A03:01 with pseudo-sequence HLA-A03:01. The binding affinity (normalized) is 0.692.